From a dataset of Reaction yield outcomes from USPTO patents with 853,638 reactions. Predict the reaction yield, written as a fraction of the theoretical maximum amount of product (1.0 means a 100% yield; for example, 0.34 means a 34% yield). (1) The reactants are [Cl:1][C:2]1[CH:7]=[CH:6][C:5]([CH:8]([CH3:13])[C:9]([O:11][CH3:12])=[O:10])=[CH:4][CH:3]=1.[CH3:14][C:15]([O-:18])([CH3:17])[CH3:16].[K+].[C:20]([O-])(=[O:23])[CH:21]=C.[CH2:25]1COCC1. No catalyst specified. The product is [Cl:1][C:2]1[CH:3]=[CH:4][C:5]([C:8]([CH3:25])([CH2:13][CH2:21][C:20]([O:18][C:15]([CH3:17])([CH3:16])[CH3:14])=[O:23])[C:9]([O:11][CH3:12])=[O:10])=[CH:6][CH:7]=1. The yield is 0.690. (2) The reactants are [N:1]([C@:4]12[CH2:39][CH2:38][C@@H:37]([C:40]([CH3:42])=[CH2:41])[C@@H:5]1[C@@H:6]1[C@@:19]([CH3:22])([CH2:20][CH2:21]2)[C@@:18]2([CH3:23])[C@@H:9]([C@:10]3([CH3:36])[C@@H:15]([CH2:16][CH2:17]2)[C:14]([CH3:25])([CH3:24])[C:13]([C:26]2[CH:35]=[CH:34][C:29]([C:30]([O:32]C)=[O:31])=[CH:28][CH:27]=2)=[CH:12][CH2:11]3)[CH2:8][CH2:7]1)=[C:2]=[O:3].CN(C)CCNC(=O)N[C@]12CC[C@@H](C(C)=C)[C@@H]1[C@@H]1[C@@](C)(CC2)[C@@]2(C)[C@@H]([C@]3(C)[C@@H](CC2)C(C)(C)C(C2C=CC(C(O)=O)=CC=2)=CC3)CC1.[CH3:90][N:91]([CH3:103])[C@H:92]1[C@H:96]([N:97]2[CH2:102][CH2:101][NH:100][CH2:99][CH2:98]2)[CH2:95][O:94][CH2:93]1. No catalyst specified. The product is [CH3:90][N:91]([CH3:103])[C@@H:92]1[CH2:93][O:94][CH2:95][C@H:96]1[N:97]1[CH2:102][CH2:101][N:100]([C:2]([NH:1][C@:4]23[CH2:39][CH2:38][C@@H:37]([C:40]([CH3:42])=[CH2:41])[C@@H:5]2[C@@H:6]2[C@@:19]([CH3:22])([CH2:20][CH2:21]3)[C@@:18]3([CH3:23])[C@@H:9]([C@:10]4([CH3:36])[C@@H:15]([CH2:16][CH2:17]3)[C:14]([CH3:24])([CH3:25])[C:13]([C:26]3[CH:27]=[CH:28][C:29]([C:30]([OH:32])=[O:31])=[CH:34][CH:35]=3)=[CH:12][CH2:11]4)[CH2:8][CH2:7]2)=[O:3])[CH2:99][CH2:98]1. The yield is 0.200. (3) The reactants are [CH:1]1([C:7]2[N:11]3[C:12]4[C:18](I)=[CH:17][N:16]([CH2:20][O:21][CH2:22][CH2:23][Si:24]([CH3:27])([CH3:26])[CH3:25])[C:13]=4[N:14]=[CH:15][C:10]3=[N:9][CH:8]=2)[CH2:6][CH2:5][CH2:4][CH2:3][CH2:2]1.[C:28](=O)([O-])[O-].[Cs+].[Cs+].C1(P(C2CCCCC2)C2CCCCC2)CCCCC1.COB(OC)OC. The catalyst is O1CCOCC1.C1C=CC(/C=C/C(/C=C/C2C=CC=CC=2)=O)=CC=1.C1C=CC(/C=C/C(/C=C/C2C=CC=CC=2)=O)=CC=1.C1C=CC(/C=C/C(/C=C/C2C=CC=CC=2)=O)=CC=1.[Pd].[Pd]. The product is [CH:1]1([C:7]2[N:11]3[C:12]4[C:18]([CH3:28])=[CH:17][N:16]([CH2:20][O:21][CH2:22][CH2:23][Si:24]([CH3:27])([CH3:26])[CH3:25])[C:13]=4[N:14]=[CH:15][C:10]3=[N:9][CH:8]=2)[CH2:6][CH2:5][CH2:4][CH2:3][CH2:2]1. The yield is 0.410. (4) The reactants are Cl[C:2]1[N:7]=[C:6]([CH3:8])[C:5]([N+:9]([O-:11])=[O:10])=[C:4]([CH3:12])[N:3]=1.Cl.[CH2:14]([O:16][C:17](=[O:20])[CH2:18][NH2:19])[CH3:15].C(N(CC)CC)C. The catalyst is C(O)C. The product is [CH3:12][C:4]1[C:5]([N+:9]([O-:11])=[O:10])=[C:6]([CH3:8])[N:7]=[C:2]([NH:19][CH2:18][C:17]([O:16][CH2:14][CH3:15])=[O:20])[N:3]=1. The yield is 0.860. (5) The reactants are [Cl:1][C:2]1[C:10]2[N:9]=[C:8]3[N:11]([C:16]4[N:21]=[CH:20][C:19]([C:22]#[N:23])=[CH:18][C:17]=4[CH3:24])[CH2:12][CH2:13][CH2:14][CH2:15][N:7]3[C:6]=2[C:5]([CH:25]([CH2:28][CH3:29])[CH2:26][CH3:27])=[CH:4][CH:3]=1.[OH-:30].[K+].O. The catalyst is C(O)(C)(C)C. The product is [Cl:1][C:2]1[C:10]2[N:9]=[C:8]3[N:11]([C:16]4[N:21]=[CH:20][C:19]([C:22]([NH2:23])=[O:30])=[CH:18][C:17]=4[CH3:24])[CH2:12][CH2:13][CH2:14][CH2:15][N:7]3[C:6]=2[C:5]([CH:25]([CH2:28][CH3:29])[CH2:26][CH3:27])=[CH:4][CH:3]=1. The yield is 0.670. (6) No catalyst specified. The reactants are C1C2C(=CC=CC=2)C=CC=1[C:11]1[CH:12]=[C:13]([CH:24]=[CH:25][CH:26]=1)[CH2:14][C:15]1[CH:23]=[CH:22][CH:21]=[CH:20][C:16]=1[C:17]([OH:19])=O.F. The product is [C:11]1([C:11]2[CH:26]=[CH:25][C:24]3[C:17](=[O:19])[C:16]4[C:15](=[CH:23][CH:22]=[CH:21][CH:20]=4)[CH2:14][C:13]=3[CH:12]=2)[CH:12]=[CH:13][CH:24]=[CH:25][CH:26]=1. The yield is 0.610. (7) The product is [CH3:1][O:2][CH2:3][CH2:4][NH:5][C:7]1[N:8]=[N+:9]([O-:18])[C:10]2[CH:16]=[CH:15][C:14]([CH3:17])=[CH:13][C:11]=2[N:12]=1. The reactants are [CH3:1][O:2][CH2:3][CH2:4][NH2:5].Cl[C:7]1[N:8]=[N+:9]([O-:18])[C:10]2[CH:16]=[CH:15][C:14]([CH3:17])=[CH:13][C:11]=2[N:12]=1. The yield is 0.930. The catalyst is COCCOC. (8) The reactants are [Cl:1][C:2]1[N:7]=[C:6]2[CH:8]=[C:9]([C:11]([OH:13])=[O:12])[NH:10][C:5]2=[CH:4][CH:3]=1.S(=O)(=O)(O)O.[CH3:19]O. No catalyst specified. The product is [Cl:1][C:2]1[N:7]=[C:6]2[CH:8]=[C:9]([C:11]([O:13][CH3:19])=[O:12])[NH:10][C:5]2=[CH:4][CH:3]=1. The yield is 0.598. (9) The reactants are [OH-].[Li+].[N+:3]([C:6]1[CH:7]=[C:8]([C:16]2[CH:21]=[CH:20][CH:19]=[CH:18][CH:17]=2)[CH:9]=[CH:10][C:11]=1[C:12]([O:14]C)=[O:13])([O-:5])=[O:4].CO.O. The catalyst is C1COCC1. The product is [N+:3]([C:6]1[CH:7]=[C:8]([C:16]2[CH:17]=[CH:18][CH:19]=[CH:20][CH:21]=2)[CH:9]=[CH:10][C:11]=1[C:12]([OH:14])=[O:13])([O-:5])=[O:4]. The yield is 0.980.